From a dataset of Reaction yield outcomes from USPTO patents with 853,638 reactions. Predict the reaction yield, written as a fraction of the theoretical maximum amount of product (1.0 means a 100% yield; for example, 0.34 means a 34% yield). (1) The reactants are [CH3:1][S:2][C:3]1[S:4][C:5]2[CH:11]=[CH:10][CH:9]=[CH:8][C:6]=2[N:7]=1.[Br:12]Br.C(O)(=O)C. The catalyst is C(Cl)(Cl)Cl. The product is [Br:12][C:10]1[CH:9]=[CH:8][C:6]2[N:7]=[C:3]([S:2][CH3:1])[S:4][C:5]=2[CH:11]=1. The yield is 0.700. (2) The reactants are [NH2:1][C:2]1[C:7]2=[C:8]([C:24]3[CH:25]=[CH:26][C:27]4[C:31]([CH:32]=3)=[N:30][N:29]([CH2:33][C:34]3[CH:39]=[CH:38][CH:37]=[CH:36][CH:35]=3)[CH:28]=4)[CH:9]=[C:10]([CH:11]3[O:16][CH2:15][CH2:14][N:13](C(OC(C)(C)C)=O)[CH2:12]3)[N:6]2[N:5]=[CH:4][N:3]=1.FC(F)(F)C(O)=O.CCOCC. The catalyst is ClCCl. The product is [CH2:33]([N:29]1[CH:28]=[C:27]2[C:31]([CH:32]=[C:24]([C:8]3[CH:9]=[C:10]([CH:11]4[O:16][CH2:15][CH2:14][NH:13][CH2:12]4)[N:6]4[C:7]=3[C:2]([NH2:1])=[N:3][CH:4]=[N:5]4)[CH:25]=[CH:26]2)=[N:30]1)[C:34]1[CH:39]=[CH:38][CH:37]=[CH:36][CH:35]=1. The yield is 0.990. (3) The reactants are [Cl:1][C:2]1[N:10]=[CH:9]C=C[C:3]=1[C:4](O)=O.[CH3:11][CH2:12][N:13]=[C:14]=[N:15][CH2:16][CH2:17][CH2:18][N:19](C)C.C1C=CC2N([OH:31])N=NC=2C=1.CC[N:34]([CH:38]([CH3:40])C)[CH:35]([CH3:37])C.N1CCNCC1. The catalyst is CN(C=O)C.C(OCC)(=O)C.O. The product is [Cl:1][C:2]1[N:10]=[CH:9][C:40]([C:38]([N:34]2[CH2:11][CH2:12][N:13]([C:14]3[N:15]=[CH:16][CH:17]=[CH:18][N:19]=3)[CH2:37][CH2:35]2)=[O:31])=[CH:4][CH:3]=1. The yield is 0.420. (4) The reactants are [CH3:1][C:2]1[O:6][N:5]=[C:4]([C:7]2[CH:12]=[CH:11][CH:10]=[CH:9][CH:8]=2)[C:3]=1[CH2:13][NH:14][C:15]1[CH:23]=[CH:22][C:18]([C:19]([OH:21])=O)=[CH:17][N:16]=1.[NH2:24][CH2:25][CH2:26][N:27]1[CH2:31][CH2:30][CH2:29][C:28]1=[O:32]. No catalyst specified. The product is [CH3:1][C:2]1[O:6][N:5]=[C:4]([C:7]2[CH:8]=[CH:9][CH:10]=[CH:11][CH:12]=2)[C:3]=1[CH2:13][NH:14][C:15]1[CH:23]=[CH:22][C:18]([C:19]([NH:24][CH2:25][CH2:26][N:27]2[CH2:31][CH2:30][CH2:29][C:28]2=[O:32])=[O:21])=[CH:17][N:16]=1. The yield is 0.830. (5) The reactants are C(=O)([O-])[O-].[K+].[K+].[CH2:7]([N:9]=[C:10]=[O:11])[CH3:8].[N+:12]([C:15]1[CH:20]=[C:19]([N+:21]([O-:23])=[O:22])[CH:18]=[C:17]([C:24]([F:27])([F:26])[F:25])[C:16]=1[O:28][C:29]1[CH:33]=[C:32]([CH3:34])[NH:31][N:30]=1)([O-:14])=[O:13].Cl. The catalyst is C(OCC)(=O)C. The product is [CH2:7]([NH:9][C:10]([N:31]1[C:32]([CH3:34])=[CH:33][C:29]([O:28][C:16]2[C:17]([C:24]([F:26])([F:27])[F:25])=[CH:18][C:19]([N+:21]([O-:23])=[O:22])=[CH:20][C:15]=2[N+:12]([O-:14])=[O:13])=[N:30]1)=[O:11])[CH3:8]. The yield is 0.496. (6) The reactants are [O:1]1[CH2:6][CH:5]=[C:4]([C:7]2[CH:8]=[CH:9][C:10]([F:26])=[C:11]([C@:13]3([CH3:25])[C:19]([F:21])([F:20])[C:18]([CH3:23])([CH3:22])[O:17][CH2:16][C:15](=O)[NH:14]3)[CH:12]=2)[CH2:3][CH2:2]1.COC1C=CC(P2(SP(C3C=CC(OC)=CC=3)(=S)S2)=[S:36])=CC=1. The catalyst is O1CCOCC1. The product is [O:1]1[CH2:6][CH:5]=[C:4]([C:7]2[CH:8]=[CH:9][C:10]([F:26])=[C:11]([C@:13]3([CH3:25])[C:19]([F:21])([F:20])[C:18]([CH3:23])([CH3:22])[O:17][CH2:16][C:15](=[S:36])[NH:14]3)[CH:12]=2)[CH2:3][CH2:2]1. The yield is 0.870. (7) The reactants are [N+:1]([C:4]1[CH:14]=[CH:13][C:7]2[NH:8][CH2:9][CH2:10][CH2:11][CH2:12][C:6]=2[CH:5]=1)([O-:3])=[O:2].[C:15](=O)([O-])[O-].[K+].[K+].IC.[H-].[Na+]. The catalyst is CN(C=O)C. The product is [CH3:15][N:8]1[CH2:9][CH2:10][CH2:11][CH2:12][C:6]2[CH:5]=[C:4]([N+:1]([O-:3])=[O:2])[CH:14]=[CH:13][C:7]1=2. The yield is 1.00.